This data is from Forward reaction prediction with 1.9M reactions from USPTO patents (1976-2016). The task is: Predict the product of the given reaction. (1) Given the reactants [CH3:1][C:2]([NH2:27])([CH3:26])[CH2:3][C:4]1[CH:9]=[CH:8][C:7]([C:10]2[N:14]=[CH:13][N:12]([C:15]3[CH:20]=[CH:19][C:18]([O:21][C:22]([F:25])([F:24])[F:23])=[CH:17][CH:16]=3)[N:11]=2)=[CH:6][CH:5]=1.[CH:28]([C:31]1[CH:36]=[CH:35][C:34]([CH3:37])=[CH:33][C:32]=1[N:38]1[C:42](=[O:43])[CH2:41][S:40]/[C:39]/1=[N:44]\[C:45](=O)[O:46]C1C=CC([N+]([O-])=O)=CC=1)([CH3:30])[CH3:29], predict the reaction product. The product is: [CH:28]([C:31]1[CH:36]=[CH:35][C:34]([CH3:37])=[CH:33][C:32]=1[N:38]1[C:42](=[O:43])[CH2:41][S:40]/[C:39]/1=[N:44]\[C:45]([NH:27][C:2]([CH3:1])([CH3:26])[CH2:3][C:4]1[CH:9]=[CH:8][C:7]([C:10]2[N:14]=[CH:13][N:12]([C:15]3[CH:20]=[CH:19][C:18]([O:21][C:22]([F:24])([F:23])[F:25])=[CH:17][CH:16]=3)[N:11]=2)=[CH:6][CH:5]=1)=[O:46])([CH3:30])[CH3:29]. (2) Given the reactants [CH3:1][C:2]1[CH:7]=[CH:6][CH:5]=[CH:4][C:3]=1[N:8]=[C:9]=[O:10].Cl[C:12]1[CH:17]=[CH:16][CH:15]=[C:14]([CH3:18])[C:13]=1N=C=O.[CH:22]1[CH:27]=[CH:26][C:25]([C@H:28]([NH:32][C:33]([O:35]CC2C3C(=CC=CC=3)C3C2=CC=CC=3)=O)[C:29]([OH:31])=[O:30])=[CH:24][CH:23]=1.C1CC[CH:53]([C@H:56]([NH:60]C(OCC2C3C(=CC=CC=3)C3C2=CC=CC=3)=O)[C:57](O)=O)CC1, predict the reaction product. The product is: [CH3:1][C:2]1[CH:7]=[CH:6][CH:5]=[CH:4][C:3]=1[NH:8][C:9]([NH:60][C:56]1[C:53]([C:33]([NH:32][CH:28]([C:25]2[CH:24]=[CH:23][CH:22]=[CH:27][CH:26]=2)[C:29]([OH:31])=[O:30])=[O:35])=[CH:18][C:14]2[C:13]([CH:57]=1)=[CH:12][CH:17]=[CH:16][CH:15]=2)=[O:10]. (3) The product is: [Cl:6][C:7]1[N:8]=[N:9][C:10]([Cl:16])=[CH:11][C:12]=1[C:13]([O:15][CH2:1][CH3:2])=[O:14]. Given the reactants [CH2:1]1COC[CH2:2]1.[Cl:6][C:7]1[N:8]=[N:9][C:10]([Cl:16])=[CH:11][C:12]=1[C:13]([OH:15])=[O:14].C(Cl)CCl.C(O)C, predict the reaction product.